From a dataset of B-cell epitopes from PDB crystal structures with 447 antigens. Token-level Classification. Given an antigen amino acid sequence, predict which amino acid positions are active epitope sites capable of antibody binding. Output is a list of indices for active positions. (1) Given the antigen sequence: TNACSINGNAPAEIDLRQMRTVTPIRMQGGCGSCWAFSGVAATESAYLAYRNQSLDLAEQELVDCASQHGCHGDTIPRGIEYIQHNGVVQESYYRYVAREQSCRRPNAQRFGISNYCQIYPPNVNKIREALAQTHSAIAVIIGIKDLDAFRHYDGRTIIQRDNGYQPNYHAVNIVGYSNAQGVDYWIVRNSWDTNWGDNGYGYFAANIDLMMIEEYPYVVIL, which amino acid positions are active epitope sites? The epitope positions are: [11, 12, 14, 16, 17, 19, 46, 50, 52, 53, 54, 82, 83, 84, 85, 86, 89, 92, 106, 107... (43 total positions)]. The amino acids at these positions are: AEDRQRYRQSLIQHNGQYNAQRFGISGRTI.... (2) The epitope positions are: [0, 6, 7, 9, 10, 19, 20, 21, 29, 30, 31, 32, 33, 34, 35, 36, 37, 38, 40, 41... (49 total positions)]. The amino acids at these positions are: SVKLTEPSAKIQDKEGIPDQRTLSDNIQLH.... Given the antigen sequence: SHMQIFVKTLTGKTITLEVEPSDTIENVKAKIQDKEGIPPDQQRLIFAGKQLEDGRTLSDYNIQKESTLHLVLRLRGGMQIFVKTLTGKTITLEVEPSDTIENVKAKIQDKEGIPPDQQRLIFAGKQLEDGRTLSDYNIQKESTLHLVL, which amino acid positions are active epitope sites? (3) Given the antigen sequence: LGGYMLGSAMSRPMIHFGNDWEDRYYRENMYRYPNQVYYRPVDQYSNQNNFVHDCVNITIKQHTVVTTTKGENFTETDVKMMERVVEQMCVTQYQKESQAYY, which amino acid positions are active epitope sites? The epitope positions are: [13, 15, 16, 17, 18, 19, 20, 21, 22, 79, 83, 87]. The amino acids at these positions are: MHFGNDWEDKRQ. (4) Given the antigen sequence: EVVLVNVTENFNMWKNDMVEQMHEDIISLWDQSLKPCVKLTPLCVGAGSCNTSVITQACPKVSFEPIPIHYCAPAGFAILKCNNKTFNGTGPCTNVSTVQCTHGIRPVVSTQLLLNGSLAEEEVVIRSVNFTDNAKTIIVQLNTSVEINCTGAGHCNISRAKWNNTLKQIASKLREQFGNNKTIIFKQSSGGDPEIVTHSFNCGGEFFYCNSTQLFNSTWFNGSDTITLPCRIKQIINMWQKVGKAMYAPPISGQIRCSSNITGLLLTRDGGNSNNESEIFRPGGGDMRDNWRSELYKYKVVKIE, which amino acid positions are active epitope sites? The epitope positions are: [36, 37, 39, 53, 55, 56, 231, 233, 234, 235, 246, 249]. The amino acids at these positions are: CVLVTQRKQIMP.